This data is from Forward reaction prediction with 1.9M reactions from USPTO patents (1976-2016). The task is: Predict the product of the given reaction. (1) Given the reactants C([O:8][C:9]1[CH:36]=[CH:35][C:12]([CH:13]([OH:34])[CH2:14][N:15](CC2C=CC=CC=2)[CH:16]([CH3:26])[CH2:17][C:18]2[CH:23]=[CH:22][C:21]([O:24][CH3:25])=[CH:20][CH:19]=2)=[CH:11][C:10]=1[NH:37][CH:38]=[O:39])C1C=CC=CC=1.[H][H], predict the reaction product. The product is: [CH3:26][C@@H:16]([NH:15][CH2:14][C@H:13]([OH:34])[C:12]1[CH:35]=[CH:36][C:9]([OH:8])=[C:10]([NH:37][CH:38]=[O:39])[CH:11]=1)[CH2:17][C:18]1[CH:23]=[CH:22][C:21]([O:24][CH3:25])=[CH:20][CH:19]=1. (2) Given the reactants [Br:1][C:2]1[CH:10]=[CH:9][CH:8]=[C:7]2[C:3]=1[CH:4]=[N:5][NH:6]2.Br[CH2:12][C:13]1[CH:18]=[CH:17][C:16]([F:19])=[CH:15][CH:14]=1, predict the reaction product. The product is: [Br:1][C:2]1[C:3]2[C:7]([CH:8]=[CH:9][CH:10]=1)=[N:6][N:5]([CH2:12][C:13]1[CH:18]=[CH:17][C:16]([F:19])=[CH:15][CH:14]=1)[CH:4]=2.